From a dataset of Reaction yield outcomes from USPTO patents with 853,638 reactions. Predict the reaction yield, written as a fraction of the theoretical maximum amount of product (1.0 means a 100% yield; for example, 0.34 means a 34% yield). (1) The catalyst is C(Cl)Cl.CN(C1C=CN=CC=1)C. The yield is 0.230. The product is [C:1]([O:5][C:6](=[O:30])[NH:7][CH2:8][CH2:9][CH2:10][CH2:11][N:12]([CH2:21][C:22]1[C:27]([CH3:28])=[CH:26][C:25]([CH3:29])=[CH:24][N:23]=1)[CH2:13][C:14]1[C:19]([O:20][S:33](=[O:35])(=[O:34])[N:32]([CH3:37])[CH3:31])=[CH:18][CH:17]=[CH:16][N:15]=1)([CH3:3])([CH3:2])[CH3:4]. The reactants are [C:1]([O:5][C:6](=[O:30])[NH:7][CH2:8][CH2:9][CH2:10][CH2:11][N:12]([CH2:21][C:22]1[C:27]([CH3:28])=[CH:26][C:25]([CH3:29])=[CH:24][N:23]=1)[CH2:13][C:14]1[C:19]([OH:20])=[CH:18][CH:17]=[CH:16][N:15]=1)([CH3:4])([CH3:3])[CH3:2].[CH3:31][N:32]([CH3:37])[S:33](Cl)(=[O:35])=[O:34].CCN(CC)CC. (2) The reactants are [N+:1]([C:4]1[CH:5]=[CH:6][C:7]([CH:10](C(OCC)=O)[C:11]([O:13][CH2:14][CH3:15])=[O:12])=[N:8][CH:9]=1)([O-:3])=[O:2].[Cl-].[Na+].O. The catalyst is CS(C)=O. The product is [N+:1]([C:4]1[CH:5]=[CH:6][C:7]([CH2:10][C:11]([O:13][CH2:14][CH3:15])=[O:12])=[N:8][CH:9]=1)([O-:3])=[O:2]. The yield is 0.670. (3) The reactants are CO[C:3](=[O:20])[C@@H:4]([N:6]([C:10]([O:12][CH2:13][C:14]1[CH:19]=[CH:18][CH:17]=[CH:16][CH:15]=1)=[O:11])[CH2:7][CH:8]=O)[CH3:5].Cl.[CH3:22][O:23][C:24](=[O:31])[C:25]([CH3:30])([CH3:29])[CH2:26][CH2:27][NH2:28]. No catalyst specified. The product is [CH2:13]([O:12][C:10]([N:6]1[CH2:7][CH2:8][N:28]([CH2:27][CH2:26][C:25]([C:24]([O:23][CH3:22])=[O:31])([CH3:30])[CH3:29])[C:3](=[O:20])[C@@H:4]1[CH3:5])=[O:11])[C:14]1[CH:15]=[CH:16][CH:17]=[CH:18][CH:19]=1. The yield is 0.900.